This data is from Forward reaction prediction with 1.9M reactions from USPTO patents (1976-2016). The task is: Predict the product of the given reaction. (1) The product is: [Cl:3][CH2:21][C:20]1[CH:23]=[CH:24][CH:25]=[CH:26][C:19]=1[O:18][CH2:17][C:7]1[N:8]=[C:9]([C:11]2[CH:16]=[CH:15][CH:14]=[CH:13][CH:12]=2)[O:10][C:6]=1[CH3:5]. Given the reactants S(Cl)([Cl:3])=O.[CH3:5][C:6]1[O:10][C:9]([C:11]2[CH:16]=[CH:15][CH:14]=[CH:13][CH:12]=2)=[N:8][C:7]=1[CH2:17][O:18][C:19]1[CH:26]=[CH:25][CH:24]=[CH:23][C:20]=1[CH2:21]O, predict the reaction product. (2) Given the reactants [OH:1][C:2]1[CH:7]=[CH:6][C:5]([N+:8]([O-:10])=[O:9])=[CH:4][C:3]=1[I:11].[F:12][C:13]1[CH:20]=[CH:19][CH:18]=[C:17]([F:21])[C:14]=1[CH2:15]Br, predict the reaction product. The product is: [F:12][C:13]1[CH:20]=[CH:19][CH:18]=[C:17]([F:21])[C:14]=1[CH2:15][O:1][C:2]1[CH:7]=[CH:6][C:5]([N+:8]([O-:10])=[O:9])=[CH:4][C:3]=1[I:11]. (3) Given the reactants [CH:1]1([C:4]([NH:6][C:7]2[CH:12]=[C:11]([NH:13][C:14]3[C:19](=[O:20])[NH:18][C:17]([C:21]([NH2:23])=[O:22])=[C:16]([CH3:24])[N:15]=3)[CH:10]=[CH:9][N:8]=2)=[O:5])[CH2:3][CH2:2]1.[C:25]1(=O)[CH2:30][CH2:29][CH2:28][CH2:27][CH2:26]1, predict the reaction product. The product is: [CH3:24][C:16]1[N:15]=[C:14]([NH:13][C:11]2[CH:10]=[CH:9][N:8]=[C:7]([NH:6][C:4]([CH:1]3[CH2:2][CH2:3]3)=[O:5])[CH:12]=2)[C:19](=[O:20])[N:18]2[C:25]3([CH2:30][CH2:29][CH2:28][CH2:27][CH2:26]3)[NH:23][C:21](=[O:22])[C:17]=12. (4) Given the reactants [C:1]([OH:14])(=[O:13])[CH2:2][CH2:3][CH2:4][CH2:5][CH2:6][CH2:7]CCCCC.C([O-])(=O)C1C=CC=CC=1.[Na+].OO.P(=O)(O)(O)O, predict the reaction product. The product is: [C:1]([OH:14])(=[O:13])[C:2]1[CH:3]=[CH:4][CH:5]=[CH:6][CH:7]=1. (5) Given the reactants [F:1][C:2]([F:6])([F:5])[CH2:3][OH:4].[K+].[Br-:8].C[Si](C#C[C:15]1[CH:16]=[CH:17][C:18]2[N:24]3[CH:25]=[N:26][C:27]([C:28](OCC)=[O:29])=[C:23]3[CH2:22][N:21]=[C:20]([C:33]3[CH:38]=[CH:37][CH:36]=[CH:35][C:34]=3F)[C:19]=2[CH:40]=1)(C)C, predict the reaction product. The product is: [Br:8][C:15]1[CH:16]=[CH:17][C:18]2[N:24]3[CH:25]=[N:26][C:27]([C:28]([O:4][CH2:3][C:2]([F:6])([F:5])[F:1])=[O:29])=[C:23]3[CH2:22][N:21]=[C:20]([C:33]3[CH:34]=[CH:35][CH:36]=[CH:37][CH:38]=3)[C:19]=2[CH:40]=1. (6) The product is: [C:15]([C:12]1[CH:13]=[C:14]2[C:9](=[CH:10][CH:11]=1)[NH:8][CH:7]=[C:6]2[CH2:5][CH2:4][CH2:3][CH2:2][N:22]1[CH2:21][CH2:20][N:19]([C:25]2[CH:26]=[CH:27][C:28]3[O:32][C:31]([C:33]([NH2:35])=[O:34])=[CH:30][C:29]=3[CH:36]=2)[CH2:24][CH2:23]1)#[N:16]. Given the reactants Cl[CH2:2][CH2:3][CH2:4][CH2:5][C:6]1[C:14]2[C:9](=[CH:10][CH:11]=[C:12]([C:15]#[N:16])[CH:13]=2)[NH:8][CH:7]=1.[I-].[Na+].[N:19]1([C:25]2[CH:26]=[CH:27][C:28]3[O:32][C:31]([C:33]([NH2:35])=[O:34])=[CH:30][C:29]=3[CH:36]=2)[CH2:24][CH2:23][NH:22][CH2:21][CH2:20]1.S([O-])([O-])(=O)=S.[Na+].[Na+].Cl, predict the reaction product.